Dataset: Catalyst prediction with 721,799 reactions and 888 catalyst types from USPTO. Task: Predict which catalyst facilitates the given reaction. (1) Reactant: Br[C:2]1[CH:7]=[CH:6][C:5]([C:8]2[C:12]3[CH2:13][C:14]4[S:15][CH:16]=[CH:17][C:18]=4[C:11]=3[N:10]([CH2:19][O:20][CH2:21][CH2:22][Si:23]([CH3:26])([CH3:25])[CH3:24])[N:9]=2)=[CH:4][CH:3]=1.[N:27]1[CH:32]=[CH:31][CH:30]=[C:29]([NH2:33])[CH:28]=1.C([O-])([O-])=O.[Cs+].[Cs+].CC1(C)C2C(=C(P(C3C=CC=CC=3)C3C=CC=CC=3)C=CC=2)OC2C(P(C3C=CC=CC=3)C3C=CC=CC=3)=CC=CC1=2. Product: [N:27]1[CH:32]=[CH:31][CH:30]=[C:29]([NH:33][C:2]2[CH:7]=[CH:6][C:5]([C:8]3[C:12]4[CH2:13][C:14]5[S:15][CH:16]=[CH:17][C:18]=5[C:11]=4[N:10]([CH2:19][O:20][CH2:21][CH2:22][Si:23]([CH3:26])([CH3:25])[CH3:24])[N:9]=3)=[CH:4][CH:3]=2)[CH:28]=1. The catalyst class is: 231. (2) Reactant: CON(C)[C:4]([C:6]1[CH:11]=[CH:10][N:9]=[C:8]([CH2:12][NH:13][C:14]([C:16]2[CH:25]=[C:24]([CH3:26])[C:23]3[C:18](=[C:19]([C:30]([F:33])([F:32])[F:31])[CH:20]=[C:21]([CH:27]4[CH2:29][CH2:28]4)[CH:22]=3)[N:17]=2)=[O:15])[CH:7]=1)=[O:5]. Product: [CH:4]([C:6]1[CH:11]=[CH:10][N:9]=[C:8]([CH2:12][NH:13][C:14]([C:16]2[CH:25]=[C:24]([CH3:26])[C:23]3[C:18](=[C:19]([C:30]([F:32])([F:33])[F:31])[CH:20]=[C:21]([CH:27]4[CH2:28][CH2:29]4)[CH:22]=3)[N:17]=2)=[O:15])[CH:7]=1)=[O:5]. The catalyst class is: 8. (3) Reactant: [Br:1][C:2]1[CH:7]=[CH:6][C:5]([CH:8]2[CH2:13][S:12][CH2:11][CH:10]([C:14]3[CH:19]=[CH:18][C:17]([Br:20])=[CH:16][CH:15]=3)[N:9]2[C:21]2[CH:26]=[CH:25][C:24]([C:27]([CH3:30])([CH3:29])[CH3:28])=[CH:23][CH:22]=2)=[CH:4][CH:3]=1.CC(C)=[O:33].C1COCC1.[OH2:40]. Product: [Br:20][C:17]1[CH:18]=[CH:19][C:14]([CH:10]2[CH2:11][S:12](=[O:33])(=[O:40])[CH2:13][CH:8]([C:5]3[CH:4]=[CH:3][C:2]([Br:1])=[CH:7][CH:6]=3)[N:9]2[C:21]2[CH:26]=[CH:25][C:24]([C:27]([CH3:30])([CH3:29])[CH3:28])=[CH:23][CH:22]=2)=[CH:15][CH:16]=1. The catalyst class is: 771. (4) Reactant: [CH3:1][S:2]([OH:5])(=[O:4])=[O:3].[CH2:6]([N:13]1[C:21]2[C:16](=[N:17][CH:18]=[CH:19][C:20]=2[O:22][CH2:23][C:24]2[CH:29]=[CH:28][C:27]([F:30])=[CH:26][CH:25]=2)[C:15]([CH3:31])=[C:14]1[CH3:32])[C:7]1[CH:12]=[CH:11][CH:10]=[CH:9][CH:8]=1. Product: [CH3:1][S:2]([OH:5])(=[O:4])=[O:3].[CH2:6]([N:13]1[C:21]2[C:16](=[N:17][CH:18]=[CH:19][C:20]=2[O:22][CH2:23][C:24]2[CH:25]=[CH:26][C:27]([F:30])=[CH:28][CH:29]=2)[C:15]([CH3:31])=[C:14]1[CH3:32])[C:7]1[CH:8]=[CH:9][CH:10]=[CH:11][CH:12]=1. The catalyst class is: 13. (5) Product: [CH3:12][N:9]1[CH2:10][CH2:11][N:6]([CH2:5][CH2:4][CH2:3][O:20][C:17]2[CH:18]=[CH:19][C:14]([NH2:13])=[CH:15][CH:16]=2)[CH2:7][CH2:8]1. Reactant: Cl.Cl[CH2:3][CH2:4][CH2:5][N:6]1[CH2:11][CH2:10][N:9]([CH3:12])[CH2:8][CH2:7]1.[NH2:13][C:14]1[CH:19]=[CH:18][C:17]([OH:20])=[CH:16][CH:15]=1.[OH-].[Na+]. The catalyst class is: 3. (6) Product: [F:6][C:7]1[CH:8]=[C:9]([C:21]2[CH:22]=[CH:23][CH:24]=[C:25]3[C:30]=2[N:29]=[C:28]([C:31]2[CH:32]=[N:33][N:34]([CH:36]4[CH2:41][CH2:40][N:39]([C:3](=[O:4])[CH3:2])[CH2:38][CH2:37]4)[CH:35]=2)[CH:27]=[N:26]3)[CH:10]=[C:11]([F:20])[C:12]=1[CH2:13][N:14]1[CH2:19][CH2:18][O:17][CH2:16][CH2:15]1. The catalyst class is: 3. Reactant: Cl[CH2:2][CH2:3][O:4]C.[F:6][C:7]1[CH:8]=[C:9]([C:21]2[CH:22]=[CH:23][CH:24]=[C:25]3[C:30]=2[N:29]=[C:28]([C:31]2[CH:32]=[N:33][N:34]([CH:36]4[CH2:41][CH2:40][NH:39][CH2:38][CH2:37]4)[CH:35]=2)[CH:27]=[N:26]3)[CH:10]=[C:11]([F:20])[C:12]=1[CH2:13][N:14]1[CH2:19][CH2:18][O:17][CH2:16][CH2:15]1.C([O-])([O-])=O.[Cs+].[Cs+].